Dataset: Forward reaction prediction with 1.9M reactions from USPTO patents (1976-2016). Task: Predict the product of the given reaction. The product is: [OH:3][CH2:4][C@@H:5]([NH:6][C:7](=[O:8])[O:9][C:10]([CH3:12])([CH3:11])[CH3:13])[CH2:14][C@H:15]1[CH2:21][CH2:20][CH2:19][CH2:18][O:17][CH2:16]1. Given the reactants CC1(C)[N:6]([C:7]([O:9][C:10]([CH3:13])([CH3:12])[CH3:11])=[O:8])[C@@H:5]([CH2:14][C@H:15]2[CH2:21][CH2:20][CH2:19][CH2:18][O:17][CH2:16]2)[CH2:4][O:3]1.CC1C=CC(S(O)(=O)=O)=CC=1, predict the reaction product.